This data is from Forward reaction prediction with 1.9M reactions from USPTO patents (1976-2016). The task is: Predict the product of the given reaction. (1) Given the reactants [CH3:1][O:2][C:3]([C:5]1[N:6]([C:28]2[CH:33]=[CH:32][CH:31]=[CH:30][CH:29]=2)[C:7]2[C:12]([C:13](=[O:26])[C:14]=1[CH2:15][C:16]1[CH:21]=[CH:20][C:19](SCCO)=[CH:18][CH:17]=1)=[CH:11][CH:10]=[C:9]([Cl:27])[CH:8]=2)=[O:4].O[O:35][S:36]([O-:38])=O.[K+].C([O-])(O)=O.[Na+].C1C[O:48][CH2:47][CH2:46]1, predict the reaction product. The product is: [CH3:1][O:2][C:3]([C:5]1[N:6]([C:28]2[CH:33]=[CH:32][CH:31]=[CH:30][CH:29]=2)[C:7]2[C:12]([C:13](=[O:26])[C:14]=1[CH2:15][C:16]1[CH:21]=[CH:20][C:19]([S:36]([CH2:46][CH2:47][OH:48])(=[O:38])=[O:35])=[CH:18][CH:17]=1)=[CH:11][CH:10]=[C:9]([Cl:27])[CH:8]=2)=[O:4]. (2) Given the reactants [Cl:1][C:2]1[CH:7]=[C:6]([F:8])[CH:5]=[CH:4][C:3]=1[CH2:9][C:10](Cl)=[O:11].ClC1C=CC(C(NC2C=CC=C(C3OCCO3)C=2)=O)=CC=1.N1CCC(C(OC)=O)C1.C([O:45][C:46]([CH:48]1[CH2:53][CH2:52][N:51]([CH2:54][C:55]2[CH:60]=[CH:59][CH:58]=[C:57]([NH:61]C(=O)C3C=CC(Cl)=CC=3)[CH:56]=2)[CH2:50]C1)=[O:47])C, predict the reaction product. The product is: [Cl:1][C:2]1[CH:7]=[C:6]([F:8])[CH:5]=[CH:4][C:3]=1[CH2:9][C:10]([NH:61][C:57]1[CH:56]=[C:55]([CH:60]=[CH:59][CH:58]=1)[CH2:54][N:51]1[CH2:52][CH2:53][CH:48]([C:46]([OH:45])=[O:47])[CH2:50]1)=[O:11]. (3) Given the reactants [C:1]1([CH2:7][N:8]([CH2:16][C@@H:17]2[CH2:22][CH2:21][N:20](C(OC(C)(C)C)=O)[CH2:19][C@H:18]2[OH:30])[CH2:9][C:10]2[CH:15]=[CH:14][CH:13]=[CH:12][CH:11]=2)[CH:6]=[CH:5][CH:4]=[CH:3][CH:2]=1, predict the reaction product. The product is: [C:1]1([CH2:7][N:8]([CH2:16][C@@H:17]2[CH2:22][CH2:21][NH:20][CH2:19][C@H:18]2[OH:30])[CH2:9][C:10]2[CH:15]=[CH:14][CH:13]=[CH:12][CH:11]=2)[CH:6]=[CH:5][CH:4]=[CH:3][CH:2]=1. (4) Given the reactants [NH2:1][C:2]1[CH:7]=[C:6]([C:8]2[C:9]([C:19]3[C:20]([F:37])=[C:21]([NH:25][S:26]([C:29]4[CH:34]=[C:33]([F:35])[CH:32]=[CH:31][C:30]=4[F:36])(=[O:28])=[O:27])[CH:22]=[CH:23][CH:24]=3)=[N:10][N:11]([CH:13]3[CH2:18][CH2:17][O:16][CH2:15][CH2:14]3)[CH:12]=2)[CH:5]=[CH:4][N:3]=1.[C:38](Cl)(=[O:40])[CH3:39].C(N(CC)CC)C, predict the reaction product. The product is: [F:36][C:30]1[CH:31]=[CH:32][C:33]([F:35])=[CH:34][C:29]=1[S:26]([NH:25][C:21]1[C:20]([F:37])=[C:19]([C:9]2[C:8]([C:6]3[CH:5]=[CH:4][N:3]=[C:2]([NH:1][C:38](=[O:40])[CH3:39])[CH:7]=3)=[CH:12][N:11]([CH:13]3[CH2:14][CH2:15][O:16][CH2:17][CH2:18]3)[N:10]=2)[CH:24]=[CH:23][CH:22]=1)(=[O:27])=[O:28]. (5) Given the reactants [F:1][C:2]1[CH:7]=[CH:6][C:5]([C:8]2[C:25]([C:26](=[O:29])[NH:27][CH3:28])=[C:11]3[CH:12]=[C:13]([C:16]4[CH:17]=[C:18]([CH:22]=[CH:23][CH:24]=4)[C:19]([OH:21])=O)[CH:14]=[CH:15][N:10]3[N:9]=2)=[CH:4][CH:3]=1.[CH3:30][C:31]([NH2:34])([CH3:33])[CH3:32], predict the reaction product. The product is: [C:31]([NH:34][C:19]([C:18]1[CH:17]=[C:16]([C:13]2[CH:14]=[CH:15][N:10]3[N:9]=[C:8]([C:5]4[CH:6]=[CH:7][C:2]([F:1])=[CH:3][CH:4]=4)[C:25]([C:26]([NH:27][CH3:28])=[O:29])=[C:11]3[CH:12]=2)[CH:24]=[CH:23][CH:22]=1)=[O:21])([CH3:33])([CH3:32])[CH3:30]. (6) The product is: [F:55][C:54]([F:57])([F:56])[C:52]([OH:58])=[O:53].[Cl:1][C:2]1[CH:3]=[CH:4][C:5]([N:43]2[CH:47]=[C:46]([C:48]([F:50])([F:49])[F:51])[N:45]=[N:44]2)=[C:6]([C:8]2[N:9]=[CH:10][N:11]([C@@H:15]3[C:31]4[CH:32]=[C:27]([CH:28]=[CH:29][N:30]=4)[C:26]4[NH:25][N:24]=[CH:23][C:22]=4[NH:21][C:20](=[O:41])[C@H:19]([CH3:42])[CH2:18][CH2:17][CH2:16]3)[C:12](=[O:14])[CH:13]=2)[CH:7]=1. Given the reactants [Cl:1][C:2]1[CH:3]=[CH:4][C:5]([N:43]2[CH:47]=[C:46]([C:48]([F:51])([F:50])[F:49])[N:45]=[N:44]2)=[C:6]([C:8]2[N:9]=[CH:10][N:11]([C@@H:15]3[C:31]4[CH:32]=[C:27]([CH:28]=[CH:29][N:30]=4)[C:26]4[N:25](COCC[Si](C)(C)C)[N:24]=[CH:23][C:22]=4[NH:21][C:20](=[O:41])[C@H:19]([CH3:42])[CH2:18][CH2:17][CH2:16]3)[C:12](=[O:14])[CH:13]=2)[CH:7]=1.[C:52]([OH:58])([C:54]([F:57])([F:56])[F:55])=[O:53], predict the reaction product. (7) Given the reactants COCCOC.[O:7]1[CH:11]=[CH:10][CH:9]=[C:8]1B(O)O.C(=O)([O-])[O-].[Na+].[Na+].[CH2:21]([O:28][C:29]1[CH:51]=[CH:50][C:49]([N:52]2[CH2:57][CH2:56][O:55][CH2:54][CH2:53]2)=[CH:48][C:30]=1[C:31]([NH:33][C:34]1[CH:46]=[C:45](Br)[CH:44]=[CH:43][C:35]=1[C:36]([O:38][C:39]([CH3:42])([CH3:41])[CH3:40])=[O:37])=[O:32])[C:22]1[CH:27]=[CH:26][CH:25]=[CH:24][CH:23]=1, predict the reaction product. The product is: [CH2:21]([O:28][C:29]1[CH:51]=[CH:50][C:49]([N:52]2[CH2:53][CH2:54][O:55][CH2:56][CH2:57]2)=[CH:48][C:30]=1[C:31]([NH:33][C:34]1[CH:46]=[C:45]([C:8]2[O:7][CH:11]=[CH:10][CH:9]=2)[CH:44]=[CH:43][C:35]=1[C:36]([O:38][C:39]([CH3:42])([CH3:41])[CH3:40])=[O:37])=[O:32])[C:22]1[CH:27]=[CH:26][CH:25]=[CH:24][CH:23]=1. (8) Given the reactants Br[C:2]1[CH:3]=[N:4][CH:5]=[C:6]([Br:8])[CH:7]=1.[Na].[O-]CCCC.C1C=CC(P(C2C(C3C(P(C4C=CC=CC=4)C4C=CC=CC=4)=CC=C4C=3C=CC=C4)=C3C(C=CC=C3)=CC=2)C2C=CC=CC=2)=CC=1.[C:61]1([CH:67]([NH2:71])[CH2:68][CH2:69][CH3:70])[CH:66]=[CH:65][CH:64]=[CH:63][CH:62]=1, predict the reaction product. The product is: [Br:8][C:6]1[CH:7]=[C:2]([NH:71][CH:67]([C:61]2[CH:66]=[CH:65][CH:64]=[CH:63][CH:62]=2)[CH2:68][CH2:69][CH3:70])[CH:3]=[N:4][CH:5]=1.